This data is from NCI-60 drug combinations with 297,098 pairs across 59 cell lines. The task is: Regression. Given two drug SMILES strings and cell line genomic features, predict the synergy score measuring deviation from expected non-interaction effect. (1) Drug 1: C1=CN(C(=O)N=C1N)C2C(C(C(O2)CO)O)O.Cl. Drug 2: CCC1=C2CN3C(=CC4=C(C3=O)COC(=O)C4(CC)O)C2=NC5=C1C=C(C=C5)O. Cell line: IGROV1. Synergy scores: CSS=14.5, Synergy_ZIP=-4.04, Synergy_Bliss=2.07, Synergy_Loewe=-32.1, Synergy_HSA=2.27. (2) Drug 1: CCC1(CC2CC(C3=C(CCN(C2)C1)C4=CC=CC=C4N3)(C5=C(C=C6C(=C5)C78CCN9C7C(C=CC9)(C(C(C8N6C=O)(C(=O)OC)O)OC(=O)C)CC)OC)C(=O)OC)O.OS(=O)(=O)O. Drug 2: CCC1=C2CN3C(=CC4=C(C3=O)COC(=O)C4(CC)O)C2=NC5=C1C=C(C=C5)O. Cell line: RPMI-8226. Synergy scores: CSS=56.0, Synergy_ZIP=-3.99, Synergy_Bliss=-4.76, Synergy_Loewe=-2.63, Synergy_HSA=-2.93. (3) Drug 1: COC1=CC(=CC(=C1O)OC)C2C3C(COC3=O)C(C4=CC5=C(C=C24)OCO5)OC6C(C(C7C(O6)COC(O7)C8=CC=CS8)O)O. Drug 2: CC(C1=C(C=CC(=C1Cl)F)Cl)OC2=C(N=CC(=C2)C3=CN(N=C3)C4CCNCC4)N. Cell line: SN12C. Synergy scores: CSS=41.7, Synergy_ZIP=-4.87, Synergy_Bliss=-2.11, Synergy_Loewe=-4.09, Synergy_HSA=0.595. (4) Drug 1: CCN(CC)CCNC(=O)C1=C(NC(=C1C)C=C2C3=C(C=CC(=C3)F)NC2=O)C. Drug 2: CN(C(=O)NC(C=O)C(C(C(CO)O)O)O)N=O. Cell line: HOP-62. Synergy scores: CSS=0.605, Synergy_ZIP=-1.19, Synergy_Bliss=-2.13, Synergy_Loewe=-21.2, Synergy_HSA=-7.14. (5) Drug 1: COC1=C(C=C2C(=C1)N=CN=C2NC3=CC(=C(C=C3)F)Cl)OCCCN4CCOCC4. Drug 2: COC1=CC(=CC(=C1O)OC)C2C3C(COC3=O)C(C4=CC5=C(C=C24)OCO5)OC6C(C(C7C(O6)COC(O7)C8=CC=CS8)O)O. Cell line: HOP-92. Synergy scores: CSS=53.1, Synergy_ZIP=2.14, Synergy_Bliss=4.92, Synergy_Loewe=8.63, Synergy_HSA=10.1. (6) Drug 1: CC(C1=C(C=CC(=C1Cl)F)Cl)OC2=C(N=CC(=C2)C3=CN(N=C3)C4CCNCC4)N. Drug 2: CN1C2=C(C=C(C=C2)N(CCCl)CCCl)N=C1CCCC(=O)O.Cl. Cell line: SF-539. Synergy scores: CSS=1.62, Synergy_ZIP=-1.47, Synergy_Bliss=-2.40, Synergy_Loewe=-3.75, Synergy_HSA=-2.79. (7) Drug 1: C1=NC2=C(N1)C(=S)N=C(N2)N. Drug 2: CN1C2=C(C=C(C=C2)N(CCCl)CCCl)N=C1CCCC(=O)O.Cl. Cell line: MOLT-4. Synergy scores: CSS=70.8, Synergy_ZIP=7.41, Synergy_Bliss=6.36, Synergy_Loewe=-4.71, Synergy_HSA=9.82. (8) Drug 1: CCC1(CC2CC(C3=C(CCN(C2)C1)C4=CC=CC=C4N3)(C5=C(C=C6C(=C5)C78CCN9C7C(C=CC9)(C(C(C8N6C=O)(C(=O)OC)O)OC(=O)C)CC)OC)C(=O)OC)O.OS(=O)(=O)O. Drug 2: CS(=O)(=O)CCNCC1=CC=C(O1)C2=CC3=C(C=C2)N=CN=C3NC4=CC(=C(C=C4)OCC5=CC(=CC=C5)F)Cl. Cell line: M14. Synergy scores: CSS=37.5, Synergy_ZIP=7.26, Synergy_Bliss=4.37, Synergy_Loewe=5.18, Synergy_HSA=5.42.